From a dataset of Forward reaction prediction with 1.9M reactions from USPTO patents (1976-2016). Predict the product of the given reaction. Given the reactants ICl.[OH:3][CH2:4]C(CO)OCN1C=C(C=C)C(=O)NC1=O.[OH:20][CH2:21][CH2:22][O:23][CH2:24][N:25]1[CH:32]=[C:31]([CH:33]([N:36]=[N+:37]=[N-:38])[CH2:34][I:35])[C:29](=[O:30])[NH:28][C:26]1=[O:27], predict the reaction product. The product is: [OH:20][CH2:21][CH:22]([CH2:4][OH:3])[O:23][CH2:24][N:25]1[CH:32]=[C:31]([CH:33]([N:36]=[N+:37]=[N-:38])[CH2:34][I:35])[C:29](=[O:30])[NH:28][C:26]1=[O:27].